From a dataset of Reaction yield outcomes from USPTO patents with 853,638 reactions. Predict the reaction yield, written as a fraction of the theoretical maximum amount of product (1.0 means a 100% yield; for example, 0.34 means a 34% yield). (1) The reactants are [CH2:1]([O:3][C:4]1[C:9]([C:10]2[NH:11][C:12](=[O:22])[C:13]3[C:14](=[C:16]([CH2:20][CH3:21])[N:17]([CH3:19])[N:18]=3)[N:15]=2)=[CH:8][C:7]([S:23]([N:26]2[CH2:31][CH2:30][N:29]([CH2:32][CH3:33])[CH2:28][CH2:27]2)(=[O:25])=[O:24])=[CH:6][N:5]=1)C. The catalyst is N.O.O.O.O.O.O.O.S([O-])([O-])(=O)=O.[Cu+2]. The product is [CH2:20]([C:16]1[N:17]([CH3:19])[N:18]=[C:13]2[C:12](=[O:22])[NH:11][C:10]([C:9]3[C:4]([O:3][CH3:1])=[N:5][CH:6]=[C:7]([S:23]([N:26]4[CH2:27][CH2:28][N:29]([CH2:32][CH3:33])[CH2:30][CH2:31]4)(=[O:24])=[O:25])[CH:8]=3)=[N:15][C:14]=12)[CH3:21]. The yield is 0.240. (2) The reactants are [CH3:1][O:2][C:3]1[C:4]2[C:13]([C:14]3[CH:19]=[CH:18][CH:17]=[CH:16][CH:15]=3)=[C:12]([C:20]3[CH:25]=[CH:24][C:23]([C:26]4([NH:30]C(=O)OC(C)(C)C)[CH2:29][CH2:28][CH2:27]4)=[CH:22][CH:21]=3)[O:11][C:5]=2[N:6]=[C:7]([NH:9][CH3:10])[N:8]=1.C(O)(C(F)(F)F)=O. The catalyst is C(Cl)Cl. The product is [NH2:30][C:26]1([C:23]2[CH:22]=[CH:21][C:20]([C:12]3[O:11][C:5]4[N:6]=[C:7]([NH:9][CH3:10])[N:8]=[C:3]([O:2][CH3:1])[C:4]=4[C:13]=3[C:14]3[CH:15]=[CH:16][CH:17]=[CH:18][CH:19]=3)=[CH:25][CH:24]=2)[CH2:27][CH2:28][CH2:29]1. The yield is 0.190. (3) The reactants are [CH:1]1[C:9]2[C:8]3[CH:10]=[CH:11][CH:12]=[CH:13][C:7]=3[O:6][C:5]=2[C:4]([OH:14])=[CH:3][CH:2]=1.[CH:15]1(Br)[CH2:19][CH2:18][CH2:17][CH2:16]1.[H-].[Na+]. No catalyst specified. The product is [CH:15]1([O:14][C:4]2[C:5]3[O:6][C:7]4[CH:13]=[CH:12][CH:11]=[CH:10][C:8]=4[C:9]=3[CH:1]=[CH:2][CH:3]=2)[CH2:19][CH2:18][CH2:17][CH2:16]1. The yield is 0.920. (4) The reactants are Br[C:2]1[C:3]([O:14][CH2:15][CH:16]2[CH2:18][CH2:17]2)=[CH:4][C:5](=[O:13])[N:6]([CH2:8][S:9]([CH3:12])(=[O:11])=[O:10])[CH:7]=1.[CH3:19][N:20]1[CH:25]=[C:24](B2OC(C)(C)C(C)(C)O2)[CH:23]=[CH:22][C:21]1=[O:35].[O-]P([O-])([O-])=O.[K+].[K+].[K+]. The catalyst is O1CCOCC1.O.C1C=CC(P(C2C=CC=CC=2)[C-]2C=CC=C2)=CC=1.C1C=CC(P(C2C=CC=CC=2)[C-]2C=CC=C2)=CC=1.Cl[Pd]Cl.[Fe+2]. The product is [CH:16]1([CH2:15][O:14][C:3]2[C:2]([C:24]3[CH:23]=[CH:22][C:21](=[O:35])[N:20]([CH3:19])[CH:25]=3)=[CH:7][N:6]([CH2:8][S:9]([CH3:12])(=[O:11])=[O:10])[C:5](=[O:13])[CH:4]=2)[CH2:18][CH2:17]1. The yield is 0.315. (5) The reactants are [CH2:1]1[CH:5]2[CH:6]3C=CC([CH:4]2[CH:3]=[CH:2]1)C3.C[SiH:12]([Cl:14])[Cl:13].CCCCCCCCCCCCCCCC. The catalyst is [Ni](Cl)Cl.C(P(CCCC)CCCC)CCC.C1(C)C=CC=CC=1. The product is [CH:5]1([CH2:6][SiH:12]([Cl:14])[Cl:13])[CH2:4][CH2:3][CH:2]=[CH:1]1. The yield is 0.380. (6) The reactants are [Cl:1][C:2]1[CH:7]=[CH:6][C:5]([C:8]2[C:12]([CH2:13][CH2:14][C:15]([OH:17])=[O:16])=[CH:11][O:10][N:9]=2)=[CH:4][C:3]=1[F:18].S(=O)(=O)(O)O.[CH3:24]O. No catalyst specified. The product is [Cl:1][C:2]1[CH:7]=[CH:6][C:5]([C:8]2[C:12]([CH2:13][CH2:14][C:15]([O:17][CH3:24])=[O:16])=[CH:11][O:10][N:9]=2)=[CH:4][C:3]=1[F:18]. The yield is 0.960. (7) The reactants are [CH3:1][O:2][C:3]1[CH:8]=[CH:7][C:6]([C:9](=O)[CH2:10][C:11]([O:13][CH2:14][CH3:15])=[O:12])=[CH:5][CH:4]=1.N1CCCC[CH2:18]1.[NH2:23][C:24](=[S:51])[C:25]([C:49]#[N:50])=[CH:26][C:27]1[CH:32]=[CH:31][C:30]([N:33]2[CH2:38][CH2:37][N:36]([C:39]([O:41][C:42]([CH3:45])([CH3:44])[CH3:43])=[O:40])[CH2:35][CH2:34]2)=[CH:29][C:28]=1[N+:46]([O-:48])=[O:47].CI. The catalyst is C(O)(=O)C.C(O)C. The product is [C:49]([C:25]1[CH:26]([C:27]2[CH:32]=[CH:31][C:30]([N:33]3[CH2:38][CH2:37][N:36]([C:39]([O:41][C:42]([CH3:43])([CH3:44])[CH3:45])=[O:40])[CH2:35][CH2:34]3)=[CH:29][C:28]=2[N+:46]([O-:48])=[O:47])[C:10]([C:11]([O:13][CH2:14][CH3:15])=[O:12])=[C:9]([C:6]2[CH:7]=[CH:8][C:3]([O:2][CH3:1])=[CH:4][CH:5]=2)[NH:23][C:24]=1[S:51][CH3:18])#[N:50]. The yield is 0.830. (8) The reactants are [Br:1][C:2]1[CH:7]=[C:6]([N+:8]([O-])=O)[CH:5]=[CH:4][C:3]=1[CH2:11][CH3:12]. The catalyst is CO.[Ni]. The product is [Br:1][C:2]1[CH:7]=[C:6]([CH:5]=[CH:4][C:3]=1[CH2:11][CH3:12])[NH2:8]. The yield is 0.480.